Dataset: Forward reaction prediction with 1.9M reactions from USPTO patents (1976-2016). Task: Predict the product of the given reaction. (1) Given the reactants Cl[C:2]1[N:7]=[C:6]([NH:8][C:9]2[CH:13]=[C:12]([CH3:14])[NH:11][N:10]=2)[CH:5]=[C:4]([Cl:15])[N:3]=1.[N:16]1[CH:21]=[CH:20][CH:19]=[N:18][C:17]=1[C:22]1[CH:26]=[C:25]([C@@H:27]2[CH2:31][CH2:30][CH2:29][NH:28]2)[O:24][N:23]=1, predict the reaction product. The product is: [Cl:15][C:4]1[N:3]=[C:2]([N:28]2[CH2:29][CH2:30][CH2:31][C@H:27]2[C:25]2[O:24][N:23]=[C:22]([C:17]3[N:18]=[CH:19][CH:20]=[CH:21][N:16]=3)[CH:26]=2)[N:7]=[C:6]([NH:8][C:9]2[CH:13]=[C:12]([CH3:14])[NH:11][N:10]=2)[CH:5]=1. (2) Given the reactants [CH:1]1([CH:4]([C:18]2[CH:23]=[CH:22][CH:21]=[CH:20][CH:19]=2)[NH:5][C:6]([C:8]2[CH:9]=[C:10]3[C:14](=[CH:15][CH:16]=2)[NH:13][N:12]=[C:11]3I)=[O:7])[CH2:3][CH2:2]1.[CH3:24][O:25][CH2:26][CH2:27][N:28]1[CH2:33][CH2:32][CH:31]([O:34][C:35]2[CH:40]=[CH:39][C:38](B3OC(C)(C)C(C)(C)O3)=[CH:37][CH:36]=2)[CH2:30][CH2:29]1, predict the reaction product. The product is: [CH:1]1([CH:4]([C:18]2[CH:23]=[CH:22][CH:21]=[CH:20][CH:19]=2)[NH:5][C:6]([C:8]2[CH:9]=[C:10]3[C:14](=[CH:15][CH:16]=2)[NH:13][N:12]=[C:11]3[C:38]2[CH:37]=[CH:36][C:35]([O:34][CH:31]3[CH2:30][CH2:29][N:28]([CH2:27][CH2:26][O:25][CH3:24])[CH2:33][CH2:32]3)=[CH:40][CH:39]=2)=[O:7])[CH2:3][CH2:2]1. (3) Given the reactants CS([C:4]1[C:9]([C:10]([NH2:12])=[O:11])=[CH:8][N:7]=[C:6]([NH:13][C:14]2[CH:19]=[CH:18][C:17]([CH2:20][N+:21]3([O-])[CH2:26][CH2:25][O:24][CH2:23][CH2:22]3)=[CH:16][CH:15]=2)[N:5]=1)=O.[CH:28]([NH2:31])([CH3:30])[CH3:29].C(N(C(C)C)CC)(C)C.S([O-])(O)=O.[Na+].N, predict the reaction product. The product is: [O:24]1[CH2:25][CH2:26][N:21]([CH2:20][C:17]2[CH:18]=[CH:19][C:14]([NH:13][C:6]3[N:5]=[C:4]([NH:31][CH:28]([CH3:30])[CH3:29])[C:9]([C:10]([NH2:12])=[O:11])=[CH:8][N:7]=3)=[CH:15][CH:16]=2)[CH2:22][CH2:23]1. (4) Given the reactants CCN(C(C)C)C(C)C.[Br:10][C:11]1[CH:20]=[N:19][C:18]2[N:17]=[C:16](O)[N:15]3[CH:22]=[CH:23][CH:24]=[C:14]3[C:13]=2[CH:12]=1.O=P(Cl)(Cl)Cl.Cl.[NH:31]1[CH2:34][CH:33]([N:35]([CH3:43])[C:36](=[O:42])[O:37][C:38]([CH3:41])([CH3:40])[CH3:39])[CH2:32]1, predict the reaction product. The product is: [Br:10][C:11]1[CH:20]=[N:19][C:18]2[N:17]=[C:16]([N:31]3[CH2:34][CH:33]([N:35]([CH3:43])[C:36](=[O:42])[O:37][C:38]([CH3:39])([CH3:40])[CH3:41])[CH2:32]3)[N:15]3[CH:22]=[CH:23][CH:24]=[C:14]3[C:13]=2[CH:12]=1.